The task is: Predict the product of the given reaction.. This data is from Forward reaction prediction with 1.9M reactions from USPTO patents (1976-2016). (1) Given the reactants [Cl:1][C:2]1[CH:10]=[C:9]2[C:5]([C:6]([CH2:11][O:12][CH3:13])=[CH:7][NH:8]2)=[CH:4][CH:3]=1.[H-].[Na+].[CH3:16][O:17][C:18]1[CH:23]=[CH:22][C:21]([S:24](Cl)(=[O:26])=[O:25])=[CH:20][C:19]=1[N:28]1[CH2:33][CH2:32][N:31]([C:34](=[O:39])[C:35]([F:38])([F:37])[F:36])[CH2:30][CH2:29]1, predict the reaction product. The product is: [Cl:1][C:2]1[CH:10]=[C:9]2[C:5]([C:6]([CH2:11][O:12][CH3:13])=[CH:7][N:8]2[S:24]([C:21]2[CH:22]=[CH:23][C:18]([O:17][CH3:16])=[C:19]([N:28]3[CH2:29][CH2:30][N:31]([C:34](=[O:39])[C:35]([F:38])([F:36])[F:37])[CH2:32][CH2:33]3)[CH:20]=2)(=[O:25])=[O:26])=[CH:4][CH:3]=1. (2) Given the reactants [CH3:1][O:2][C:3](=[O:22])[C:4]1[CH:9]=[CH:8][CH:7]=[C:6]([S:10][C:11]2[C:19]3[C:14](=[CH:15][C:16]([Cl:20])=[CH:17][CH:18]=3)[NH:13][C:12]=2[CH3:21])[CH:5]=1.Br[C:24]1[CH:25]=[N:26][CH:27]=[CH:28][CH:29]=1, predict the reaction product. The product is: [CH3:1][O:2][C:3](=[O:22])[C:4]1[CH:9]=[CH:8][CH:7]=[C:6]([S:10][C:11]2[C:19]3[C:14](=[CH:15][C:16]([Cl:20])=[CH:17][CH:18]=3)[N:13]([C:24]3[CH:25]=[N:26][CH:27]=[CH:28][CH:29]=3)[C:12]=2[CH3:21])[CH:5]=1. (3) Given the reactants C[O:2][C:3]([CH:5]1[CH:9]([C:10]2[CH:15]=[CH:14][CH:13]=[CH:12][CH:11]=2)[CH2:8][N:7]([C:16]([C:18]2[N:19]=[C:20]3[C:25]([C:26]([F:29])([F:28])[F:27])=[CH:24][C:23]([C:30]4[CH:34]=[CH:33][O:32][CH:31]=4)=[CH:22][N:21]3[C:35]=2[Cl:36])=[O:17])[CH2:6]1)=[O:4].O.[OH-].[Li+].Cl, predict the reaction product. The product is: [Cl:36][C:35]1[N:21]2[CH:22]=[C:23]([C:30]3[CH:34]=[CH:33][O:32][CH:31]=3)[CH:24]=[C:25]([C:26]([F:29])([F:27])[F:28])[C:20]2=[N:19][C:18]=1[C:16]([N:7]1[CH2:8][CH:9]([C:10]2[CH:11]=[CH:12][CH:13]=[CH:14][CH:15]=2)[CH:5]([C:3]([OH:4])=[O:2])[CH2:6]1)=[O:17]. (4) Given the reactants [F:1][C:2]([F:12])([C:6]1[CH:11]=[CH:10][CH:9]=[CH:8][CH:7]=1)[C:3]([OH:5])=O.FF.C(Cl)(=O)C(Cl)=O.[N:21]([C@@H:24]1[CH2:29][CH2:28][NH:27][CH2:26][C@H:25]1[F:30])=[N+:22]=[N-:23].CCN(C(C)C)C(C)C, predict the reaction product. The product is: [N:21]([C@@H:24]1[CH2:29][CH2:28][N:27]([C:3](=[O:5])[C:2]([F:1])([F:12])[C:6]2[CH:11]=[CH:10][CH:9]=[CH:8][CH:7]=2)[CH2:26][C@H:25]1[F:30])=[N+:22]=[N-:23].